Task: Predict the product of the given reaction.. Dataset: Forward reaction prediction with 1.9M reactions from USPTO patents (1976-2016) (1) Given the reactants Cl.Cl.Cl.Cl.[NH2:5][CH2:6][CH2:7][CH2:8][S:9][CH2:10][CH2:11][O:12][C@@H:13]1[C@@H:21]([O:22][CH2:23][CH2:24][S:25][CH2:26][CH2:27][CH2:28][NH2:29])[C@@H:20]([O:30][CH2:31][CH2:32][S:33][CH2:34][CH2:35][CH2:36][NH2:37])[C@@H:19]([CH2:38][O:39][CH2:40][CH2:41][S:42][CH2:43][CH2:44][CH2:45][NH2:46])[O:18][C@@H:14]1[O:15][CH2:16][CH3:17].COC([C:51]1[C:52](N[C:55](=[O:57])[CH:56]=1)=[O:53])=O, predict the reaction product. The product is: [C:19]1(=[O:18])[N:5]([CH2:6][CH2:7][CH2:8][S:9][CH2:10][CH2:11][O:12][C@@H:13]2[C@@H:21]([O:22][CH2:23][CH2:24][S:25][CH2:26][CH2:27][CH2:28][N:29]3[C:52](=[O:53])[CH:51]=[CH:56][C:55]3=[O:57])[C@@H:20]([O:30][CH2:31][CH2:32][S:33][CH2:34][CH2:35][CH2:36][N:37]3[C:52](=[O:53])[CH:51]=[CH:56][C:55]3=[O:57])[C@@H:19]([CH2:38][O:39][CH2:40][CH2:41][S:42][CH2:43][CH2:44][CH2:45][N:46]3[C:52](=[O:53])[CH:51]=[CH:56][C:55]3=[O:57])[O:18][C@@H:14]2[O:15][CH2:16][CH3:17])[C:13](=[O:12])[CH:21]=[CH:20]1. (2) The product is: [CH:16]1([CH2:19][NH:20][C:21]2[N:22]=[CH:23][C:24]([C:27]3[N:3]=[N:2][N:1]([C:4]4[CH:5]=[C:6]([CH:10]=[CH:11][C:12]=4[CH3:13])[C:7]([OH:9])=[O:8])[CH:28]=3)=[CH:25][CH:26]=2)[CH2:17][CH2:18]1. Given the reactants [N:1]([C:4]1[CH:5]=[C:6]([CH:10]=[CH:11][C:12]=1[CH3:13])[C:7]([OH:9])=[O:8])=[N+:2]=[N-:3].[OH-].[Na+].[CH:16]1([CH2:19][NH:20][C:21]2[CH:26]=[CH:25][C:24]([C:27]#[CH:28])=[CH:23][N:22]=2)[CH2:18][CH2:17]1.O=C1O[C@H]([C@H](CO)O)C([O-])=C1O.[Na+].[NH4+].[OH-], predict the reaction product. (3) The product is: [F:1][C:2]1[CH:3]=[C:4]([CH:30]=[CH:31][C:32]=1[F:33])[O:5][CH2:6][CH2:7][CH2:8][O:9][C:10]1[CH:11]=[CH:12][C:13]([CH:16]2[CH2:21][CH2:20][NH:19][CH2:18][CH:17]2[O:29][CH2:35][C:36]2[CH:37]=[CH:38][C:39]3[O:44][CH2:43][CH2:42][N:41]([CH2:46][CH2:47][CH2:48][O:49][CH3:50])[C:40]=3[CH:51]=2)=[CH:14][CH:15]=1. Given the reactants [F:1][C:2]1[CH:3]=[C:4]([CH:30]=[CH:31][C:32]=1[F:33])[O:5][CH2:6][CH2:7][CH2:8][O:9][C:10]1[CH:15]=[CH:14][C:13]([CH:16]2[CH2:21][CH2:20][N:19](C(OC(C)(C)C)=O)[CH2:18][CH:17]2[OH:29])=[CH:12][CH:11]=1.Cl[CH2:35][C:36]1[CH:37]=[CH:38][C:39]2[O:44][CH2:43][C:42](=O)[N:41]([CH2:46][CH2:47][CH2:48][O:49][CH3:50])[C:40]=2[CH:51]=1, predict the reaction product. (4) Given the reactants [NH2:1][C:2]1[CH:10]=[C:9]([F:11])[CH:8]=[CH:7][C:3]=1[C:4]([OH:6])=O.N1[CH:16]=[CH:15]N=C1.C(Cl)(=O)C.Cl.[NH2:22][CH:23]1[CH2:28][CH2:27][C:26](=[O:29])[NH:25][C:24]1=[O:30].P(OC1C=CC=CC=1)(OC1C=CC=CC=1)OC1C=CC=CC=1, predict the reaction product. The product is: [F:11][C:9]1[CH:10]=[C:2]2[C:3]([C:4](=[O:6])[N:22]([CH:23]3[CH2:28][CH2:27][C:26](=[O:29])[NH:25][C:24]3=[O:30])[C:15]([CH3:16])=[N:1]2)=[CH:7][CH:8]=1. (5) Given the reactants [I-].[CH2:2]([O:9][C:10]([NH:12][CH:13]([C:19]([NH:21][C:22]1[CH:27]=[CH:26][CH:25]=[C:24]([Br:28])[C:23]=1[CH3:29])=[O:20])[CH2:14][CH2:15][S+](C)C)=[O:11])[C:3]1[CH:8]=[CH:7][CH:6]=[CH:5][CH:4]=1.C(=O)([O-])[O-].[Cs+].[Cs+], predict the reaction product. The product is: [Br:28][C:24]1[C:23]([CH3:29])=[C:22]([N:21]2[CH2:15][CH2:14][CH:13]([NH:12][C:10](=[O:11])[O:9][CH2:2][C:3]3[CH:8]=[CH:7][CH:6]=[CH:5][CH:4]=3)[C:19]2=[O:20])[CH:27]=[CH:26][CH:25]=1. (6) Given the reactants CS(O[CH2:6][CH2:7][CH2:8][C:9]1[N:13]([C:14]2[CH:19]=[CH:18][C:17]([C:20]([NH:22][CH2:23][CH3:24])=[O:21])=[CH:16][CH:15]=2)[N:12]=[N:11][C:10]=1[C:25]([NH:27][CH:28]1[CH2:30][CH2:29]1)=[O:26])(=O)=O.C(=O)([O-])[O-].[K+].[K+].[NH:37]1[CH:41]=[CH:40][N:39]=[CH:38]1, predict the reaction product. The product is: [CH:28]1([NH:27][C:25]([C:10]2[N:11]=[N:12][N:13]([C:14]3[CH:19]=[CH:18][C:17]([C:20]([NH:22][CH2:23][CH3:24])=[O:21])=[CH:16][CH:15]=3)[C:9]=2[CH2:8][CH2:7][CH2:6][N:37]2[CH:41]=[CH:40][N:39]=[CH:38]2)=[O:26])[CH2:29][CH2:30]1. (7) Given the reactants [CH2:1]([O:3][CH2:4][CH:5](O)[CH3:6])[CH3:2].C1(P(C2C=CC=CC=2)C2C=CC=CC=2)C=CC=CC=1.[C:27]([NH:34][C:35]([O:37][C:38]([CH3:41])([CH3:40])[CH3:39])=[O:36])([O:29][C:30]([CH3:33])([CH3:32])[CH3:31])=[O:28].CC(OC(/N=N/C(OC(C)C)=O)=O)C, predict the reaction product. The product is: [CH2:1]([O:3][CH2:4][CH:5]([N:34]([C:27]([O:29][C:30]([CH3:33])([CH3:32])[CH3:31])=[O:28])[C:35]([O:37][C:38]([CH3:39])([CH3:40])[CH3:41])=[O:36])[CH3:6])[CH3:2].